From a dataset of Peptide-MHC class II binding affinity with 134,281 pairs from IEDB. Regression. Given a peptide amino acid sequence and an MHC pseudo amino acid sequence, predict their binding affinity value. This is MHC class II binding data. (1) The peptide sequence is YAKMRSAHTNDVKQL. The MHC is HLA-DQA10104-DQB10503 with pseudo-sequence HLA-DQA10104-DQB10503. The binding affinity (normalized) is 0.235. (2) The peptide sequence is FIVFLLLAGRSCSYK. The MHC is DRB1_1302 with pseudo-sequence DRB1_1302. The binding affinity (normalized) is 0.283. (3) The peptide sequence is LIEKINAGFKAAVAA. The MHC is HLA-DQA10501-DQB10201 with pseudo-sequence HLA-DQA10501-DQB10201. The binding affinity (normalized) is 0.258.